This data is from Full USPTO retrosynthesis dataset with 1.9M reactions from patents (1976-2016). The task is: Predict the reactants needed to synthesize the given product. (1) The reactants are: [OH:1][C:2]1[CH:3]=[C:4]2[C:9](=[CH:10][CH:11]=1)[C:8](=[O:12])[CH2:7][CH2:6][CH2:5]2.N1C=CC=CC=1.[F:19][C:20]([F:33])([F:32])[S:21](O[S:21]([C:20]([F:33])([F:32])[F:19])(=[O:23])=[O:22])(=[O:23])=[O:22].C(=O)([O-])[O-].[Na+].[Na+]. Given the product [F:19][C:20]([F:33])([F:32])[S:21]([O:1][C:2]1[CH:11]=[CH:10][C:9]2[C:8](=[O:12])[CH2:7][CH2:6][CH2:5][C:4]=2[CH:3]=1)(=[O:23])=[O:22], predict the reactants needed to synthesize it. (2) Given the product [Cl:38][C:6]1[CH:5]=[N+:4]([O-:39])[CH:3]=[C:2]([Cl:1])[C:7]=1[CH2:8][C@H:9]([O:20][C:21](=[O:37])[CH2:22][C:23]1[S:24][C:25]([CH2:28][OH:29])=[CH:26][CH:27]=1)[C:10]1[CH:15]=[CH:14][C:13]([O:16][CH3:17])=[C:12]([O:18][CH3:19])[CH:11]=1, predict the reactants needed to synthesize it. The reactants are: [Cl:1][C:2]1[CH:3]=[N+:4]([O-:39])[CH:5]=[C:6]([Cl:38])[C:7]=1[CH2:8][C@H:9]([O:20][C:21](=[O:37])[CH2:22][C:23]1[S:24][C:25]([CH2:28][O:29][Si](C(C)(C)C)(C)C)=[CH:26][CH:27]=1)[C:10]1[CH:15]=[CH:14][C:13]([O:16][CH3:17])=[C:12]([O:18][CH3:19])[CH:11]=1. (3) Given the product [CH2:1]=[C:2]1[CH2:3][CH:4]2[C:8](=[O:9])[N:21]([C:18]3[CH:19]=[CH:20][C:15]([O:14][C:13]([F:12])([F:22])[F:23])=[CH:16][CH:17]=3)[C:6](=[O:10])[CH:5]2[CH2:11]1, predict the reactants needed to synthesize it. The reactants are: [CH2:1]=[C:2]1[CH2:11][CH:5]2[C:6](=[O:10])O[C:8](=[O:9])[CH:4]2[CH2:3]1.[F:12][C:13]([F:23])([F:22])[O:14][C:15]1[CH:20]=[CH:19][C:18]([NH2:21])=[CH:17][CH:16]=1. (4) Given the product [CH2:65]([O:78][C:72]([C:74]1([NH:57][C:55]([CH:12]2[CH2:11][CH:10]([O:50][C:39]3[C:38]4[C:43](=[CH:44][C:35]([O:34][CH3:33])=[CH:36][CH:37]=4)[N:42]=[C:41]([C:45]4[S:46][CH:47]=[CH:48][N:49]=4)[CH:40]=3)[CH2:9][CH:8]2[C:6]([OH:5])=[O:7])=[O:54])[CH2:27][CH:32]1[CH:31]=[CH2:30])=[O:73])[CH3:66], predict the reactants needed to synthesize it. The reactants are: C([O:5][C:6]([C:8]1(O)[CH2:12][CH2:11][CH2:10][CH2:9]1)=[O:7])(C)(C)C.[CH:31]1[CH:30]=CC(P([C:27]2[CH:32]=[CH:31][CH:30]=CC=2)[C:31]2[CH:30]=CC=[CH:27][CH:32]=2)=[CH:27][CH:32]=1.[CH3:33][O:34][C:35]1[CH:44]=[C:43]2[C:38]([CH:39]([OH:50])[CH:40]=[C:41]([C:45]3[S:46][CH:47]=[CH:48][N:49]=3)[NH:42]2)=[CH:37][CH:36]=1.CC([O:54][C:55](/[N:57]=N/C(OC(C)C)=O)=O)C.[CH2:65]([SiH](CC)CC)[CH3:66].[C:72]([OH:78])([C:74](F)(F)F)=[O:73]. (5) The reactants are: [OH:1][C:2]([C:5]1[O:9][N:8]=[C:7]([CH:10]=[C:11]([C:14]#[N:15])[C:12]#[N:13])[CH:6]=1)([CH3:4])[CH3:3].[BH4-].[Na+].Cl. Given the product [OH:1][C:2]([C:5]1[O:9][N:8]=[C:7]([CH2:10][CH:11]([C:12]#[N:13])[C:14]#[N:15])[CH:6]=1)([CH3:4])[CH3:3], predict the reactants needed to synthesize it. (6) Given the product [CH3:1][O:2][C:3]1[C:8]([O:9][CH3:10])=[CH:7][CH:6]=[CH:5][C:4]=1[C:11]1[CH:18]=[CH:17][C:14]([C:15]([NH2:16])=[O:29])=[C:13]([NH:19][CH:20]2[CH2:21][CH2:22][CH:23]([OH:26])[CH2:24][CH2:25]2)[CH:12]=1, predict the reactants needed to synthesize it. The reactants are: [CH3:1][O:2][C:3]1[C:8]([O:9][CH3:10])=[CH:7][CH:6]=[CH:5][C:4]=1[C:11]1[CH:18]=[CH:17][C:14]([C:15]#[N:16])=[C:13]([NH:19][CH:20]2[CH2:25][CH2:24][CH:23]([OH:26])[CH2:22][CH2:21]2)[CH:12]=1.C([OH:29])C.OO.[OH-].[Na+]. (7) Given the product [CH2:17]([O:16][C:10]1[C:9]([C:24]([O:26][CH3:27])=[O:25])=[N:8][N:7]2[CH2:6][CH2:5][CH2:4][NH:1][C:12](=[O:13])[C:11]=12)[C:18]1[CH:23]=[CH:22][CH:21]=[CH:20][CH:19]=1, predict the reactants needed to synthesize it. The reactants are: [N:1]([CH2:4][CH2:5][CH2:6][N:7]1[C:11]([C:12](OC)=[O:13])=[C:10]([O:16][CH2:17][C:18]2[CH:23]=[CH:22][CH:21]=[CH:20][CH:19]=2)[C:9]([C:24]([O:26][CH3:27])=[O:25])=[N:8]1)=[N+]=[N-].C1(P(C2C=CC=CC=2)C2C=CC=CC=2)C=CC=CC=1.O.